From a dataset of Full USPTO retrosynthesis dataset with 1.9M reactions from patents (1976-2016). Predict the reactants needed to synthesize the given product. (1) Given the product [CH3:13][O:12][C:10]1[CH:9]=[C:8]([O:14][CH3:15])[CH:7]=[C:6]2[C:11]=1[C:2]([O:25][C:18]1[CH:17]=[CH:16][C:21]([N+:22]([O-:24])=[O:23])=[CH:20][CH:19]=1)=[CH:3][CH:4]=[N:5]2, predict the reactants needed to synthesize it. The reactants are: Cl[C:2]1[C:11]2[C:6](=[CH:7][C:8]([O:14][CH3:15])=[CH:9][C:10]=2[O:12][CH3:13])[N:5]=[CH:4][CH:3]=1.[CH:16]1[C:21]([N+:22]([O-:24])=[O:23])=[CH:20][CH:19]=[C:18]([OH:25])[CH:17]=1. (2) Given the product [C:1]([O:38][CH:27]1[C:26]2[C:30](=[CH:31][CH:32]=[C:24]([Cl:23])[CH:25]=2)[N:29]([CH2:33][CH:34]([CH3:35])[CH3:36])[C:28]1=[O:37])(=[O:8])[C:2]1[CH:7]=[CH:6][CH:5]=[CH:4][CH:3]=1, predict the reactants needed to synthesize it. The reactants are: [C:1](OC1C2C(=CC=C(C)C=2)N(CC)C1=O)(=[O:8])[C:2]1[CH:7]=[CH:6][CH:5]=[CH:4][CH:3]=1.[Cl:23][C:24]1[CH:25]=[C:26]2[C:30](=[CH:31][CH:32]=1)[N:29]([CH2:33][CH:34]([CH3:36])[CH3:35])[C:28](=[O:37])[C:27]2=[O:38]. (3) Given the product [CH3:30][O:31][C:32](=[O:49])[CH:33]([O:12][C:11]1[CH:10]=[CH:9][C:8]2[C:3](=[CH:4][CH:5]=[C:6]([CH2:13][N:14]([C:15](=[O:28])[C:16]3[CH:17]=[CH:18][C:19]([CH:22]4[CH2:23][CH2:24][CH2:25][CH2:26][CH2:27]4)=[CH:20][CH:21]=3)[CH3:29])[CH:7]=2)[C:2]=1[Br:1])[CH2:34][C:35]1[CH:36]=[CH:37][CH:38]=[CH:39][CH:40]=1, predict the reactants needed to synthesize it. The reactants are: [Br:1][C:2]1[C:11]([OH:12])=[CH:10][CH:9]=[C:8]2[C:3]=1[CH:4]=[CH:5][C:6]([CH2:13][N:14]([CH3:29])[C:15](=[O:28])[C:16]1[CH:21]=[CH:20][C:19]([CH:22]3[CH2:27][CH2:26][CH2:25][CH2:24][CH2:23]3)=[CH:18][CH:17]=1)=[CH:7]2.[CH3:30][O:31][C:32](=[O:49])[CH:33](OS(C(F)(F)F)(=O)=O)[CH2:34][C:35]1[CH:40]=[CH:39][CH:38]=[CH:37][CH:36]=1.C(=O)([O-])[O-].[Cs+].[Cs+]. (4) Given the product [Cl:1][C:2]1[CH:3]=[C:4]([CH:19]=[CH:20][CH:21]=1)[CH2:5][NH:6][C:7]1[O:8][C:9]2[C:10](=[C:12]([NH2:16])[CH:13]=[CH:14][CH:15]=2)[N:11]=1, predict the reactants needed to synthesize it. The reactants are: [Cl:1][C:2]1[CH:3]=[C:4]([CH:19]=[CH:20][CH:21]=1)[CH2:5][NH:6][C:7]1[O:8][C:9]2[CH:15]=[CH:14][CH:13]=[C:12]([N+:16]([O-])=O)[C:10]=2[N:11]=1.S(S([O-])=O)([O-])=O.[Na+].[Na+]. (5) Given the product [OH:8][CH:9]([C:15]1[CH:16]=[CH:17][C:18]2[O:22][C:21]([CH3:23])=[N:20][C:19]=2[C:24]=1[O:25][CH2:32][C:33]1[CH:38]=[CH:37][CH:36]=[CH:35][CH:34]=1)[C:10]([O:12][CH2:13][CH3:14])=[O:11], predict the reactants needed to synthesize it. The reactants are: [Si]([O:8][CH:9]([C:15]1[CH:16]=[CH:17][C:18]2[O:22][C:21]([CH3:23])=[N:20][C:19]=2[C:24]=1[OH:25])[C:10]([O:12][CH2:13][CH3:14])=[O:11])(C(C)(C)C)(C)C.C(=O)([O-])[O-].[K+].[K+].[CH2:32](Br)[C:33]1[CH:38]=[CH:37][CH:36]=[CH:35][CH:34]=1.[F-].C([N+](CCCC)(CCCC)CCCC)CCC.O1CCCC1. (6) Given the product [Cl:10][C:11]([Cl:16])([Cl:15])[CH:6]([C:5]1[CH:8]=[CH:9][C:2]([Cl:1])=[CH:3][CH:4]=1)[OH:7], predict the reactants needed to synthesize it. The reactants are: [Cl:1][C:2]1[CH:9]=[CH:8][C:5]([CH:6]=[O:7])=[CH:4][CH:3]=1.[Cl:10][C:11]([Cl:16])([Cl:15])C(O)=O.[Na+].ClC(Cl)(Cl)C([O-])=O.O. (7) Given the product [CH3:3][C:2]([CH3:18])([O:4][C:5]([NH:7][C@@H:8]1[C:16]2[C:11](=[CH:12][CH:13]=[CH:14][CH:15]=2)[CH2:10][C@@H:9]1[O:17][CH:20]1[CH2:21][CH2:22][CH2:23][CH2:24][O:19]1)=[O:6])[CH3:1], predict the reactants needed to synthesize it. The reactants are: [CH3:1][C:2]([CH3:18])([O:4][C:5]([NH:7][C@@H:8]1[C:16]2[C:11](=[CH:12][CH:13]=[CH:14][CH:15]=2)[CH2:10][C@@H:9]1[OH:17])=[O:6])[CH3:3].[O:19]1[CH:24]=[CH:23][CH2:22][CH2:21][CH2:20]1.